From a dataset of Full USPTO retrosynthesis dataset with 1.9M reactions from patents (1976-2016). Predict the reactants needed to synthesize the given product. (1) The reactants are: [F:1][C:2]1[CH:3]=[C:4]([C:8]#[C:9][C:10]2[CH:11]=[CH:12][C:13]3[C:14](=[O:25])[N:15]4[CH2:24][CH2:23][NH:22][CH2:21][CH2:20][C:16]4=[N:17][C:18]=3[CH:19]=2)[CH:5]=[CH:6][CH:7]=1.[O:26]1[CH2:30][CH2:29][CH:28](OS(C2C=CC=CC=2)(=O)=O)[CH2:27]1. Given the product [F:1][C:2]1[CH:3]=[C:4]([C:8]#[C:9][C:10]2[CH:11]=[CH:12][C:13]3[C:14](=[O:25])[N:15]4[CH2:24][CH2:23][N:22]([CH:28]5[CH2:29][CH2:30][O:26][CH2:27]5)[CH2:21][CH2:20][C:16]4=[N:17][C:18]=3[CH:19]=2)[CH:5]=[CH:6][CH:7]=1, predict the reactants needed to synthesize it. (2) Given the product [CH3:25][O:26][C:27]1[CH:28]=[CH:29][C:30]([S:33]([C:36]2[CH:41]([CH2:5][C:4]3[C:3]([CH3:2])=[CH:10][C:9]([CH3:11])=[CH:8][C:7]=3[CH3:12])[NH:40][C:39]([CH3:42])=[N:38][CH:37]=2)(=[O:35])=[O:34])=[CH:31][CH:32]=1, predict the reactants needed to synthesize it. The reactants are: [Mg].[CH3:2][C:3]1[CH:10]=[C:9]([CH3:11])[CH:8]=[C:7]([CH3:12])[C:4]=1[CH2:5]Cl.CC1C=C(C)C=C(C)C=1C[Mg]Cl.[CH3:25][O:26][C:27]1[CH:32]=[CH:31][C:30]([S:33]([C:36]2[CH:37]=[N:38][C:39]([CH3:42])=[N:40][CH:41]=2)(=[O:35])=[O:34])=[CH:29][CH:28]=1. (3) Given the product [C:1]([C:5]1[C:6]([OH:18])=[C:7]([CH:11]=[C:12]([C:14]([CH3:15])([CH3:17])[CH3:16])[CH:13]=1)[C:8]([NH:22][C:21]1[CH:23]=[CH:24][C:25]([N+:27]([O-:29])=[O:28])=[CH:26][C:20]=1[Cl:19])=[O:9])([CH3:4])([CH3:3])[CH3:2], predict the reactants needed to synthesize it. The reactants are: [C:1]([C:5]1[CH:13]=[C:12]([C:14]([CH3:17])([CH3:16])[CH3:15])[CH:11]=[C:7]([C:8](O)=[O:9])[C:6]=1[OH:18])([CH3:4])([CH3:3])[CH3:2].[Cl:19][C:20]1[CH:26]=[C:25]([N+:27]([O-:29])=[O:28])[CH:24]=[CH:23][C:21]=1[NH2:22]. (4) Given the product [NH:26]1[C:30]2[CH:31]=[C:32]([N:35]3[CH:39]([C:40]4[CH:45]=[CH:44][C:43]([CH:46]5[CH2:51][CH2:50][CH2:49][CH2:48][CH2:47]5)=[CH:42][CH:41]=4)[C:38]([CH3:52])=[C:37]([O:53][CH3:3])[C:36]3=[O:54])[CH:33]=[CH:34][C:29]=2[N:28]=[CH:27]1, predict the reactants needed to synthesize it. The reactants are: [OH-].[K+].[CH3:3]C1C=CC(S(N(N=O)C)(=O)=O)=CC=1.C(O)CO.CCOCC.[NH:26]1[C:30]2[CH:31]=[C:32]([N:35]3[CH:39]([C:40]4[CH:45]=[CH:44][C:43]([CH:46]5[CH2:51][CH2:50][CH2:49][CH2:48][CH2:47]5)=[CH:42][CH:41]=4)[C:38]([CH3:52])=[C:37]([OH:53])[C:36]3=[O:54])[CH:33]=[CH:34][C:29]=2[N:28]=[CH:27]1. (5) Given the product [F:1][C:2]1[CH:7]=[CH:6][C:5]([C:8]#[C:9][C:10]([N:13]2[CH2:18][CH2:19][C:20]([CH2:21][C:22]([CH3:24])=[CH2:23])([C:25]3[CH:26]=[CH:27][CH:28]=[CH:29][CH:30]=3)[O:31][C:14]2=[O:17])([CH3:12])[CH3:11])=[CH:4][CH:3]=1, predict the reactants needed to synthesize it. The reactants are: [F:1][C:2]1[CH:7]=[CH:6][C:5]([C:8]#[C:9][C:10]([N:13]([CH2:18][CH2:19][C:20]([OH:31])([C:25]2[CH:30]=[CH:29][CH:28]=[CH:27][CH:26]=2)[CH2:21][C:22]([CH3:24])=[CH2:23])[C:14](=[O:17])OC)([CH3:12])[CH3:11])=[CH:4][CH:3]=1.[H-].[Na+]. (6) Given the product [S:13]1[C:19]2[CH:20]=[CH:21][CH:22]=[CH:23][C:18]=2[CH2:17][N:16]([C:2]2[N:3]=[C:4]([NH:3][CH2:4][CH2:5][CH2:6][NH2:7])[C:5]3[S:10][C:9]([CH3:11])=[CH:8][C:6]=3[N:7]=2)[CH2:15][CH2:14]1, predict the reactants needed to synthesize it. The reactants are: Cl[C:2]1[N:3]=[C:4](Cl)[C:5]2[S:10][C:9]([CH3:11])=[CH:8][C:6]=2[N:7]=1.[S:13]1[C:19]2[CH:20]=[CH:21][CH:22]=[CH:23][C:18]=2[CH2:17][NH:16][CH2:15][CH2:14]1. (7) Given the product [CH3:27][C:28]1[C:32]([NH:22][C:10](=[O:9])[O:40][C:36]([CH3:39])([CH3:38])[CH3:37])=[CH:31][O:30][N:29]=1, predict the reactants needed to synthesize it. The reactants are: P(N=[N+]=[N-])(=O)([O:9][C:10]1C=CC=CC=1)OC1C=CC=CC=1.C([N:22](CC)CC)C.[CH3:27][C:28]1[C:32](C(O)=O)=[CH:31][O:30][N:29]=1.[C:36]([OH:40])([CH3:39])([CH3:38])[CH3:37]. (8) Given the product [NH2:65][C:59]([CH3:58])([CH2:62][CH2:63][CH3:64])[CH2:60][NH:61][C:17]([C:13]1[N:8]2[CH:9]=[CH:10][C:11]([F:12])=[C:6]([O:5][CH2:4][C:3]3[C:2]([F:1])=[CH:23][CH:22]=[CH:21][C:20]=3[F:24])[C:7]2=[N:15][C:14]=1[CH3:16])=[O:18], predict the reactants needed to synthesize it. The reactants are: [F:1][C:2]1[CH:23]=[CH:22][CH:21]=[C:20]([F:24])[C:3]=1[CH2:4][O:5][C:6]1[C:7]2[N:8]([C:13]([C:17](O)=[O:18])=[C:14]([CH3:16])[N:15]=2)[CH:9]=[CH:10][C:11]=1[F:12].CN(C(ON1N=NC2C=CC=NC1=2)=[N+](C)C)C.F[P-](F)(F)(F)(F)F.C(N(CC)C(C)C)(C)C.[CH3:58][C:59]([NH2:65])([CH2:62][CH2:63][CH3:64])[CH2:60][NH2:61].C(#N)C.C(O)(C(F)(F)F)=O.